Regression. Given a peptide amino acid sequence and an MHC pseudo amino acid sequence, predict their binding affinity value. This is MHC class I binding data. From a dataset of Peptide-MHC class I binding affinity with 185,985 pairs from IEDB/IMGT. (1) The peptide sequence is DTPLDLAIQ. The MHC is Mamu-A01 with pseudo-sequence Mamu-A01. The binding affinity (normalized) is 0.477. (2) The peptide sequence is FFSYLMKDK. The MHC is H-2-Kb with pseudo-sequence H-2-Kb. The binding affinity (normalized) is 0.